This data is from Full USPTO retrosynthesis dataset with 1.9M reactions from patents (1976-2016). The task is: Predict the reactants needed to synthesize the given product. Given the product [Cl:1][C:2]1[N:7]=[C:6]([O:14][CH2:13][CH2:12][CH2:11][O:10][CH3:9])[CH:5]=[CH:4][N:3]=1, predict the reactants needed to synthesize it. The reactants are: [Cl:1][C:2]1[N:7]=[C:6](Cl)[CH:5]=[CH:4][N:3]=1.[CH3:9][O:10][CH2:11][CH2:12][CH2:13][OH:14].C(=O)([O-])[O-].[Cs+].[Cs+].